Task: Predict the reactants needed to synthesize the given product.. Dataset: Full USPTO retrosynthesis dataset with 1.9M reactions from patents (1976-2016) (1) Given the product [Br:1][C:2]1[CH:7]=[CH:6][C:5]([S:8]([NH:17][C:16]2[CH:18]=[C:19]([N+:22]([O-:24])=[O:23])[CH:20]=[CH:21][C:15]=2[O:14][CH3:13])(=[O:10])=[O:9])=[C:4]([Cl:12])[CH:3]=1, predict the reactants needed to synthesize it. The reactants are: [Br:1][C:2]1[CH:7]=[CH:6][C:5]([S:8](Cl)(=[O:10])=[O:9])=[C:4]([Cl:12])[CH:3]=1.[CH3:13][O:14][C:15]1[CH:21]=[CH:20][C:19]([N+:22]([O-:24])=[O:23])=[CH:18][C:16]=1[NH2:17].N1C=CC=CC=1. (2) Given the product [Cl:1][C:2]1[CH:9]=[C:8]([C:22]2[N:18]([CH:13]3[CH2:14][CH2:15][CH2:16][CH2:17][O:12]3)[N:19]=[CH:20][CH:21]=2)[CH:7]=[C:6]([F:11])[C:3]=1[C:4]#[N:5], predict the reactants needed to synthesize it. The reactants are: [Cl:1][C:2]1[CH:9]=[C:8](I)[CH:7]=[C:6]([F:11])[C:3]=1[C:4]#[N:5].[O:12]1[CH2:17][CH2:16][CH2:15][CH2:14][CH:13]1[N:18]1[C:22](B2OC(C)(C)C(C)(C)O2)=[CH:21][CH:20]=[N:19]1.C(=O)([O-])[O-].[Na+].[Na+]. (3) Given the product [CH3:28][N:27]1[C:18]2[C:17]3[N:16]=[C:15]([NH:14][CH:11]4[CH2:10][CH2:9][NH:8][CH2:13][CH2:12]4)[N:24]=[CH:23][C:22]=3[CH2:21][CH2:20][C:19]=2[C:25]([C:29]([NH2:31])=[O:30])=[N:26]1, predict the reactants needed to synthesize it. The reactants are: C([N:8]1[CH2:13][CH2:12][CH:11]([NH:14][C:15]2[N:24]=[CH:23][C:22]3[CH2:21][CH2:20][C:19]4[C:25]([C:29]([NH2:31])=[O:30])=[N:26][N:27]([CH3:28])[C:18]=4[C:17]=3[N:16]=2)[CH2:10][CH2:9]1)C1C=CC=CC=1.C(O)=O. (4) The reactants are: [C:1]([NH:4][C:5](=[CH:10][C:11]1[CH:16]=[C:15]([CH3:17])[C:14]([O:18]CC2C=CC=CC=2)=[C:13]([Cl:26])[CH:12]=1)[C:6]([O:8][CH3:9])=[O:7])(=[O:3])[CH3:2].[H][H]. Given the product [C:1]([NH:4][CH:5]([CH2:10][C:11]1[CH:16]=[C:15]([CH3:17])[C:14]([OH:18])=[C:13]([Cl:26])[CH:12]=1)[C:6]([O:8][CH3:9])=[O:7])(=[O:3])[CH3:2], predict the reactants needed to synthesize it. (5) Given the product [Cl:19][CH2:20][C:21]1[CH:22]=[C:23]([CH:27]=[CH:28][N:29]=1)[C:24]([NH:12][C:10]1[S:11][C:7]2[C:6]([CH:13]3[CH2:18][CH2:17][O:16][CH2:15][CH2:14]3)=[CH:5][CH:4]=[C:3]([O:2][CH3:1])[C:8]=2[N:9]=1)=[O:25], predict the reactants needed to synthesize it. The reactants are: [CH3:1][O:2][C:3]1[C:8]2[N:9]=[C:10]([NH2:12])[S:11][C:7]=2[C:6]([CH:13]2[CH2:18][CH2:17][O:16][CH2:15][CH2:14]2)=[CH:5][CH:4]=1.[Cl:19][CH2:20][C:21]1[CH:22]=[C:23]([CH:27]=[CH:28][N:29]=1)[C:24](O)=[O:25].O1CC(C2C3SC(NC(C4SC(C)=CC=4)=O)=NC=3C(OC)=CC=2)COCC1. (6) Given the product [NH2:25][C:26]1[C:27]([C:35]#[N:36])=[N:28][C:29]([C:9]2[CH:19]=[CH:18][C:12]([O:13][CH2:14][CH2:15][CH2:16][OH:17])=[C:11]([C:20]([F:21])([F:22])[F:23])[CH:10]=2)=[CH:30][C:31]=1[NH:32][CH3:33], predict the reactants needed to synthesize it. The reactants are: CC1(C)C(C)(C)OB([C:9]2[CH:19]=[CH:18][C:12]([O:13][CH2:14][CH2:15][CH2:16][OH:17])=[C:11]([C:20]([F:23])([F:22])[F:21])[CH:10]=2)O1.[NH2:25][C:26]1[C:27]([C:35]#[N:36])=[N:28][C:29](Cl)=[CH:30][C:31]=1[NH:32][CH3:33].P([O-])([O-])([O-])=O.[K+].[K+].[K+].C1(P(C2CCCCC2)C2CCCCC2)CCCCC1. (7) Given the product [ClH:20].[ClH:20].[NH2:7][C@H:8]([C:13]1[O:14][C:15]([NH2:18])=[N:16][N:17]=1)[C:9]([CH3:11])([CH3:12])[CH3:10], predict the reactants needed to synthesize it. The reactants are: C(OC(=O)[NH:7][C@H:8]([C:13]1[O:14][C:15]([NH2:18])=[N:16][N:17]=1)[C:9]([CH3:12])([CH3:11])[CH3:10])(C)(C)C.[ClH:20].O1CCOCC1. (8) The reactants are: [CH:1]1[CH:6]=[CH:5][C:4]([NH:7][C:8]2[CH:13]=[CH:12][C:11]([NH2:14])=[CH:10][CH:9]=2)=[CH:3][CH:2]=1.[N+:15]([C:18]1[CH:23]=[CH:22][C:21]([CH2:24][C:25](O)=[O:26])=[CH:20][CH:19]=1)([O-:17])=[O:16].OC1C2N=NNC=2C=CC=1.C1(N=C=NC2CCCCC2)CCCCC1. Given the product [N+:15]([C:18]1[CH:19]=[CH:20][C:21]([CH2:24][C:25]([NH:14][C:11]2[CH:12]=[CH:13][C:8]([NH:7][C:4]3[CH:3]=[CH:2][CH:1]=[CH:6][CH:5]=3)=[CH:9][CH:10]=2)=[O:26])=[CH:22][CH:23]=1)([O-:17])=[O:16], predict the reactants needed to synthesize it. (9) Given the product [CH3:1][O:2][C:3]1[CH:4]=[C:5]2[C:10](=[CH:11][CH:12]=1)[CH:9]=[C:8]([C@H:13]([CH3:16])[CH2:14][O:15][C:19](=[O:20])[NH2:21])[CH:7]=[CH:6]2, predict the reactants needed to synthesize it. The reactants are: [CH3:1][O:2][C:3]1[CH:4]=[C:5]2[C:10](=[CH:11][CH:12]=1)[CH:9]=[C:8]([C@H:13]([CH3:16])[CH2:14][OH:15])[CH:7]=[CH:6]2.ClC(Cl)(Cl)[C:19]([N:21]=C=O)=[O:20].CO.C(=O)([O-])[O-].[K+].[K+].